Dataset: Full USPTO retrosynthesis dataset with 1.9M reactions from patents (1976-2016). Task: Predict the reactants needed to synthesize the given product. (1) Given the product [Cl:36][C:20]1[C:21]([C:23]2[NH:24][C:25](=[O:35])[N:26]([C:28]3[CH:33]=[CH:32][C:31]([Cl:34])=[CH:30][CH:29]=3)[N:27]=2)=[CH:22][C:17]([CH2:16][NH:15][C:4](=[O:6])[C:3]2[CH:7]=[CH:8][CH:9]=[CH:10][C:2]=2[F:1])=[C:18]([F:37])[CH:19]=1, predict the reactants needed to synthesize it. The reactants are: [F:1][C:2]1[CH:10]=[CH:9][CH:8]=[CH:7][C:3]=1[C:4]([OH:6])=O.S(Cl)(Cl)=O.[NH2:15][CH2:16][C:17]1[C:18]([F:37])=[CH:19][C:20]([Cl:36])=[C:21]([C:23]2[NH:24][C:25](=[O:35])[N:26]([C:28]3[CH:33]=[CH:32][C:31]([Cl:34])=[CH:30][CH:29]=3)[N:27]=2)[CH:22]=1.CCN(C(C)C)C(C)C. (2) Given the product [F:29][C:26]1[CH:25]=[CH:24][C:23]([CH2:22][NH:21][C:20]([C:8]2[C:9](=[O:19])[C:10]([O:11][CH2:12][C:13]3[CH:18]=[CH:17][CH:16]=[CH:15][CH:14]=3)=[C:5]3[C:3](=[O:2])[N:34]4[C@H:35]([CH3:43])[CH2:36][CH2:37][N:38]([CH2:39][CH:40]([CH3:42])[CH3:41])[C@H:32]4[CH2:31][N:6]3[CH:7]=2)=[O:30])=[CH:28][CH:27]=1, predict the reactants needed to synthesize it. The reactants are: C[O:2][C:3]([C:5]1[N:6]([CH2:31][CH:32]=O)[CH:7]=[C:8]([C:20](=[O:30])[NH:21][CH2:22][C:23]2[CH:28]=[CH:27][C:26]([F:29])=[CH:25][CH:24]=2)[C:9](=[O:19])[C:10]=1[O:11][CH2:12][C:13]1[CH:18]=[CH:17][CH:16]=[CH:15][CH:14]=1)=O.[NH2:34][C@H:35]([CH3:43])[CH2:36][CH2:37][NH:38][CH2:39][CH:40]([CH3:42])[CH3:41].C(O)(=O)C.